Dataset: HIV replication inhibition screening data with 41,000+ compounds from the AIDS Antiviral Screen. Task: Binary Classification. Given a drug SMILES string, predict its activity (active/inactive) in a high-throughput screening assay against a specified biological target. The molecule is O=C1c2cn[nH]c2N=C(Nc2ccccc2)C1N=Cc1ccc([N+](=O)[O-])cc1. The result is 0 (inactive).